This data is from Full USPTO retrosynthesis dataset with 1.9M reactions from patents (1976-2016). The task is: Predict the reactants needed to synthesize the given product. (1) Given the product [F:10][C:11]1[CH:18]=[C:17]([F:19])[CH:16]=[CH:15][C:12]=1[CH:13]1[C:22]([C:23]([O:25][CH2:26][CH3:27])=[O:24])=[C:21]([CH3:28])[NH:8][C:7]([C:3]2[S:2][CH:6]=[N:5][N:4]=2)=[N:9]1, predict the reactants needed to synthesize it. The reactants are: Cl.[S:2]1[CH:6]=[N:5][N:4]=[C:3]1[C:7](=[NH:9])[NH2:8].[F:10][C:11]1[CH:18]=[C:17]([F:19])[CH:16]=[CH:15][C:12]=1[CH:13]=O.O=[C:21]([CH3:28])[CH2:22][C:23]([O:25][CH2:26][CH3:27])=[O:24]. (2) The reactants are: [CH:1]([N:14]1[CH2:17][CH:16]([NH:18][C:19]2[C:28]3[C:23](=[CH:24][CH:25]=[CH:26][CH:27]=3)[N:22]=[C:21](Cl)[N:20]=2)[CH2:15]1)([C:8]1[CH:13]=[CH:12][CH:11]=[CH:10][CH:9]=1)[C:2]1[CH:7]=[CH:6][CH:5]=[CH:4][CH:3]=1.[N:30]1[CH:31]=[CH:32][N:33]2[CH:38]=[C:37](B(O)O)[CH:36]=[CH:35][C:34]=12.N1C=CN2C=C(C3N=C(NCC(C4C=CC=CC=4)C4NC=CC=4)C4C(=CC=CC=4)N=3)C=CC=12. Given the product [CH:1]([N:14]1[CH2:17][CH:16]([NH:18][C:19]2[C:28]3[C:23](=[CH:24][CH:25]=[CH:26][CH:27]=3)[N:22]=[C:21]([C:37]3[CH:36]=[CH:35][C:34]4[N:33]([CH:32]=[CH:31][N:30]=4)[CH:38]=3)[N:20]=2)[CH2:15]1)([C:8]1[CH:13]=[CH:12][CH:11]=[CH:10][CH:9]=1)[C:2]1[CH:7]=[CH:6][CH:5]=[CH:4][CH:3]=1, predict the reactants needed to synthesize it. (3) The reactants are: [CH3:1][N:2]1[C:6]([C:7]([F:10])([F:9])[F:8])=[CH:5][C:4](OS(C2C=CC(C)=CC=2)(=O)=O)=[N:3]1.[CH:22]#[C:23][CH2:24][CH2:25][CH2:26][CH2:27][CH3:28]. Given the product [C:22]([C:4]1[CH:5]=[C:6]([C:7]([F:8])([F:9])[F:10])[N:2]([CH3:1])[N:3]=1)#[C:23][CH2:24][CH2:25][CH2:26][CH2:27][CH3:28], predict the reactants needed to synthesize it. (4) Given the product [CH3:1][O:2][C:3]1[CH:8]=[CH:7][C:6]([CH:9]([NH:18][C:19]([C:21]2[C:29]3[CH:28]=[C:27]([C:30]4[C:35]([Br:38])=[CH:34][N:33]=[C:32]([Cl:37])[N:31]=4)[S:26][C:25]=3[CH:24]=[CH:23][CH:22]=2)=[O:20])[C:10]2[CH:15]=[CH:14][C:13]([O:16][CH3:17])=[CH:12][CH:11]=2)=[CH:5][CH:4]=1, predict the reactants needed to synthesize it. The reactants are: [CH3:1][O:2][C:3]1[CH:8]=[CH:7][C:6]([CH:9]([NH:18][C:19]([C:21]2[C:29]3[CH:28]=[C:27]([C:30]4[C:35](C)=[CH:34][N:33]=[C:32]([Cl:37])[N:31]=4)[S:26][C:25]=3[CH:24]=[CH:23][CH:22]=2)=[O:20])[C:10]2[CH:15]=[CH:14][C:13]([O:16][CH3:17])=[CH:12][CH:11]=2)=[CH:5][CH:4]=1.[Br:38]C1C(C2SC3C=CC=C(C(O)=O)C=3C=2)=NC(Cl)=NC=1. (5) Given the product [Br:5][C:6]1[C:15]([OH:16])=[CH:14][CH:13]=[C:12]2[C:7]=1[CH:8]=[CH:9][C:10]([CH2:18][N:19]([CH3:36])[C:20]([C:22]1[C:30]3[C:25](=[CH:26][CH:27]=[CH:28][CH:29]=3)[N:24]([CH3:31])[C:23]=1[CH2:32][CH2:33][CH2:34][CH3:35])=[O:21])=[CH:11]2, predict the reactants needed to synthesize it. The reactants are: B(Br)(Br)Br.[Br:5][C:6]1[C:15]([O:16]C)=[CH:14][CH:13]=[C:12]2[C:7]=1[CH:8]=[CH:9][C:10]([CH2:18][N:19]([CH3:36])[C:20]([C:22]1[C:30]3[C:25](=[CH:26][CH:27]=[CH:28][CH:29]=3)[N:24]([CH3:31])[C:23]=1[CH2:32][CH2:33][CH2:34][CH3:35])=[O:21])=[CH:11]2.C(=O)=O.CC(C)=O.O. (6) Given the product [CH3:1][O:2][C:3]([C:5]1[C:10]([NH2:11])=[N:9][C:8]([CH:13]=[CH2:14])=[CH:7][N:6]=1)=[O:4], predict the reactants needed to synthesize it. The reactants are: [CH3:1][O:2][C:3]([C:5]1[C:10]([NH2:11])=[N:9][C:8](Cl)=[CH:7][N:6]=1)=[O:4].[CH2:13]([Sn](CCCC)(CCCC)C=C)[CH2:14]CC.[Cl-].[Li+].O. (7) Given the product [CH3:1][C:2]1[CH:16]=[CH:15][C:5]([C:6]2[N:28]=[C:27]([C:26]([O:25][CH2:23][CH3:24])=[O:29])[C:14]3[C:9](=[CH:10][CH:11]=[CH:12][CH:13]=3)[N:8]=2)=[CH:4][CH:3]=1, predict the reactants needed to synthesize it. The reactants are: [CH3:1][C:2]1[CH:16]=[CH:15][C:5]([C:6]([NH:8][C:9]2[CH:14]=[CH:13][CH:12]=[CH:11][CH:10]=2)=O)=[CH:4][CH:3]=1.P(Cl)(Cl)(Cl)(Cl)Cl.[CH2:23]([O:25][C:26](=[O:29])[C:27]#[N:28])[CH3:24].Cl[Sn](Cl)(Cl)Cl. (8) Given the product [F:31][C:32]1[CH:33]=[CH:34][C:35]([CH2:38][C:39]([NH:41][C:42](=[O:43])[NH:1][C:2]2[CH:3]=[CH:4][C:5]([O:6][C:7]3[CH:12]=[CH:11][N:10]=[C:9]([NH:13][C:14]([N:16]4[CH2:17][CH2:18][N:19]([CH:22]5[CH2:23][CH2:24][N:25]([CH3:28])[CH2:26][CH2:27]5)[CH2:20][CH2:21]4)=[O:15])[CH:8]=3)=[CH:29][CH:30]=2)=[O:40])=[CH:36][CH:37]=1, predict the reactants needed to synthesize it. The reactants are: [NH2:1][C:2]1[CH:30]=[CH:29][C:5]([O:6][C:7]2[CH:12]=[CH:11][N:10]=[C:9]([NH:13][C:14]([N:16]3[CH2:21][CH2:20][N:19]([CH:22]4[CH2:27][CH2:26][N:25]([CH3:28])[CH2:24][CH2:23]4)[CH2:18][CH2:17]3)=[O:15])[CH:8]=2)=[CH:4][CH:3]=1.[F:31][C:32]1[CH:37]=[CH:36][C:35]([CH2:38][C:39]([N:41]=[C:42]=[O:43])=[O:40])=[CH:34][CH:33]=1. (9) Given the product [F:27][C:28]([F:39])([F:38])[C:29]([N:17]1[CH2:18][CH2:19][C:7]2([C:6]3=[C:2]([CH3:1])[CH:3]=[CH:4][N:5]3[C:10]3[CH:11]=[CH:12][CH:13]=[CH:14][C:9]=3[O:8]2)[CH2:15][CH2:16]1)=[O:30], predict the reactants needed to synthesize it. The reactants are: [CH3:1][C:2]1[CH:3]=[CH:4][N:5]2[C:10]3[CH:11]=[CH:12][CH:13]=[CH:14][C:9]=3[O:8][C:7]3([CH2:19][CH2:18][NH:17][CH2:16][CH2:15]3)[C:6]=12.CCN(CC)CC.[F:27][C:28]([F:39])([F:38])[C:29](O[C:29](=[O:30])[C:28]([F:39])([F:38])[F:27])=[O:30].